This data is from Peptide-MHC class I binding affinity with 185,985 pairs from IEDB/IMGT. The task is: Regression. Given a peptide amino acid sequence and an MHC pseudo amino acid sequence, predict their binding affinity value. This is MHC class I binding data. (1) The peptide sequence is DPEKFNARMA. The MHC is HLA-B51:01 with pseudo-sequence HLA-B51:01. The binding affinity (normalized) is 0.0196. (2) The peptide sequence is CYNAVLTHV. The MHC is H-2-Db with pseudo-sequence H-2-Db. The binding affinity (normalized) is 0. (3) The peptide sequence is IHQGMHMVA. The MHC is HLA-A24:02 with pseudo-sequence HLA-A24:02. The binding affinity (normalized) is 0. (4) The peptide sequence is VLQWASLAV. The MHC is HLA-B54:01 with pseudo-sequence HLA-B54:01. The binding affinity (normalized) is 0. (5) The peptide sequence is SVYKIGFAR. The MHC is HLA-A03:01 with pseudo-sequence HLA-A03:01. The binding affinity (normalized) is 0.449. (6) The peptide sequence is AATKRYPGVM. The MHC is HLA-A02:03 with pseudo-sequence HLA-A02:03. The binding affinity (normalized) is 0.00398. (7) The peptide sequence is AANEIRISK. The MHC is HLA-A02:01 with pseudo-sequence HLA-A02:01. The binding affinity (normalized) is 0.0847. (8) The peptide sequence is FAAMIIRSF. The MHC is HLA-B15:03 with pseudo-sequence HLA-B15:03. The binding affinity (normalized) is 0.973.